Dataset: Full USPTO retrosynthesis dataset with 1.9M reactions from patents (1976-2016). Task: Predict the reactants needed to synthesize the given product. (1) Given the product [NH:4]([C:19]([O:20][CH2:21][C:17]1[CH:18]=[CH:8][CH:7]=[CH:6][CH:11]=1)=[O:1])[NH:5][C:14]([O:13][CH2:12][C:9]1[CH:10]=[CH:11][CH:6]=[CH:7][CH:8]=1)=[O:15], predict the reactants needed to synthesize it. The reactants are: [OH-:1].[Na+].O.[NH2:4][NH2:5].[CH:6]1[CH:11]=[CH:10][C:9]([CH2:12][O:13][C:14](Cl)=[O:15])=[CH:8][CH:7]=1.[CH2:17]1[CH2:21][O:20][CH2:19][CH2:18]1. (2) Given the product [Cl:17][C:14]1[CH:13]=[CH:12][C:11]([C:8]2[N:7]=[C:6]([CH2:4][OH:3])[S:10][N:9]=2)=[CH:16][CH:15]=1, predict the reactants needed to synthesize it. The reactants are: C([O:3][C:4]([C:6]1[S:10][N:9]=[C:8]([C:11]2[CH:16]=[CH:15][C:14]([Cl:17])=[CH:13][CH:12]=2)[N:7]=1)=O)C.[BH4-].[Na+]. (3) Given the product [NH2:28][C:14]1[N:15]=[CH:16][C:17]([C:41]2[CH:40]=[N:39][N:38]([C@@H:36]3[CH2:35][NH:34][C@H:33]([C:31]([OH:32])=[O:30])[CH2:37]3)[CH:42]=2)=[CH:18][C:13]=1[C:5]1[N:6]=[CH:7][C:8]2[C:3]([CH:4]=1)=[C:2]([Cl:1])[CH:11]=[CH:10][C:9]=2[F:12], predict the reactants needed to synthesize it. The reactants are: [Cl:1][C:2]1[CH:11]=[CH:10][C:9]([F:12])=[C:8]2[C:3]=1[CH:4]=[C:5]([C:13]1[C:14]([NH2:28])=[N:15][CH:16]=[C:17](B3OC(C)(C)C(C)(C)O3)[CH:18]=1)[N:6]=[CH:7]2.C[O:30][C:31]([C@@H:33]1[CH2:37][C@H:36]([N:38]2[CH:42]=[C:41](I)[CH:40]=[N:39]2)[CH2:35][N:34]1C(OCC1C=CC=CC=1)=O)=[O:32].[F-].[K+].O1CCOCC1. (4) Given the product [CH3:27][O:26][C:4]1[C:3](=[O:28])[C:2]([CH3:1])=[C:7](/[CH:8]=[C:9](\[CH2:13][CH2:14][CH2:15][CH2:16][CH2:17][CH2:18][CH2:19][CH2:20][CH3:21])/[C:10]([OH:12])=[O:11])[C:6](=[O:22])[C:5]=1[O:24][CH3:25], predict the reactants needed to synthesize it. The reactants are: [CH3:1][C:2]1[C:7](/[CH:8]=[C:9](\[CH2:13][CH2:14][CH2:15][CH2:16][CH2:17][CH2:18][CH2:19][CH2:20][CH3:21])/[C:10]([OH:12])=[O:11])=[C:6]([O:22]C)[C:5]([O:24][CH3:25])=[C:4]([O:26][CH3:27])[C:3]=1[O:28]C. (5) Given the product [Cl:26][C:5]1[C:6]([C:8]2[C:16]3[C:11](=[CH:12][CH:13]=[CH:14][CH:15]=3)[N:10]([S:17]([C:20]3[CH:25]=[CH:24][CH:23]=[CH:22][CH:21]=3)(=[O:19])=[O:18])[CH:9]=2)=[N:7][C:2]([NH:27][CH:28]2[CH2:42][C:30]3([CH2:33][CH:32]([NH2:34])[CH2:31]3)[CH2:29]2)=[N:3][CH:4]=1, predict the reactants needed to synthesize it. The reactants are: Cl[C:2]1[N:7]=[C:6]([C:8]2[C:16]3[C:11](=[CH:12][CH:13]=[CH:14][CH:15]=3)[N:10]([S:17]([C:20]3[CH:25]=[CH:24][CH:23]=[CH:22][CH:21]=3)(=[O:19])=[O:18])[CH:9]=2)[C:5]([Cl:26])=[CH:4][N:3]=1.[NH2:27][CH:28]1[CH2:42][C:30]2([CH2:33][CH:32]([NH:34]C(=O)OC(C)(C)C)[CH2:31]2)[CH2:29]1. (6) Given the product [CH:7]1([CH2:10][NH:6][CH2:1][CH2:2][CH:3]([CH3:5])[CH3:4])[CH2:9][CH2:8]1, predict the reactants needed to synthesize it. The reactants are: [CH2:1]([NH2:6])[CH2:2][CH:3]([CH3:5])[CH3:4].[CH:7]1([CH:10]=O)[CH2:9][CH2:8]1. (7) Given the product [CH2:18]([NH:20][C:21]([NH:16][CH2:15][C:12]1[CH:11]=[CH:10][C:9]([B:4]2[O:3][C:2]([CH3:17])([CH3:1])[C:6]([CH3:7])([CH3:8])[O:5]2)=[CH:14][N:13]=1)=[O:22])[CH3:19], predict the reactants needed to synthesize it. The reactants are: [CH3:1][C:2]1([CH3:17])[C:6]([CH3:8])([CH3:7])[O:5][B:4]([C:9]2[CH:10]=[CH:11][C:12]([CH2:15][NH2:16])=[N:13][CH:14]=2)[O:3]1.[CH2:18]([N:20]=[C:21]=[O:22])[CH3:19].C([O-])(O)=O.[Na+].